Dataset: Forward reaction prediction with 1.9M reactions from USPTO patents (1976-2016). Task: Predict the product of the given reaction. (1) Given the reactants [C:1]([C:3]1[CH:19]=[CH:18][C:6]([O:7][C:8]2[CH:9]=[CH:10][C:11]3[B:15]([OH:16])[O:14][CH2:13][C:12]=3[CH:17]=2)=[CH:5][CH:4]=1)#[N:2].[N-:20]=[N+:21]=[N-:22].[Na+].[Cl-].[NH4+].O.[CH3:27][N:28]([CH3:31])C=O, predict the reaction product. The product is: [NH:20]1[C:1]([C:3]2[CH:19]=[CH:18][C:6]([O:7][C:8]3[CH:9]=[CH:10][C:11]4[B:15]([OH:16])[O:14][CH2:13][C:12]=4[CH:17]=3)=[CH:5][CH:4]=2)=[N:2][N:22]=[N:21]1.[OH:16][B:15]1[C:11]2[CH:10]=[CH:9][C:8]([O:7][C:6]3[CH:18]=[CH:19][C:31]([N:28]4[CH:27]=[N:22][N:21]=[N:20]4)=[CH:4][CH:5]=3)=[CH:17][C:12]=2[CH2:13][O:14]1. (2) Given the reactants F[P-](F)(F)(F)(F)F.N1(O[P+](N(C)C)(N(C)C)N(C)C)C2C=CC=CC=2N=N1.[C:28]([O:32][C:33]([N:35]([C:81]([O:83][C:84]([CH3:87])([CH3:86])[CH3:85])=[O:82])[C:36]1[C:45]2[C:40](=[CH:41][C:42]([NH:46][CH:47]([C:51]3[CH:56]=[CH:55][C:54]([C@@H:57]([CH3:79])[CH2:58][O:59][C:60](=[O:78])[NH:61][C:62]4[CH:67]=[C:66]([CH2:68][NH:69][CH3:70])[C:65]([O:71][C@@H:72]([CH3:76])[CH2:73][O:74][CH3:75])=[C:64]([F:77])[CH:63]=4)=[C:53]([CH3:80])[CH:52]=3)[C:48](O)=[O:49])=[CH:43][CH:44]=2)[CH:39]=[CH:38][N:37]=1)=[O:34])([CH3:31])([CH3:30])[CH3:29], predict the reaction product. The product is: [C:28]([O:32][C:33]([N:35]([C:36]1[C:45]2[C:40](=[CH:41][C:42]([NH:46][CH:47]3[C:48](=[O:49])[N:69]([CH3:70])[CH2:68][C:66]4[CH:67]=[C:62]([CH:63]=[C:64]([F:77])[C:65]=4[O:71][C@@H:72]([CH3:76])[CH2:73][O:74][CH3:75])[NH:61][C:60](=[O:78])[O:59][CH2:58][C@H:57]([CH3:79])[C:54]4[C:53]([CH3:80])=[CH:52][C:51]3=[CH:56][CH:55]=4)=[CH:43][CH:44]=2)[CH:39]=[CH:38][N:37]=1)[C:81](=[O:82])[O:83][C:84]([CH3:87])([CH3:86])[CH3:85])=[O:34])([CH3:31])([CH3:30])[CH3:29]. (3) Given the reactants Cl[C:2]1[CH:3]=[CH:4][C:5]2[N:6]([CH:8]=[C:9]([C:11]([NH:13][CH:14]([CH3:16])[CH3:15])=[O:12])[N:10]=2)[N:7]=1.[NH2:17][C:18]1[S:19][C:20]([C:26]2[C:31]([F:32])=[CH:30][C:29]([C:33]([OH:36])([CH3:35])[CH3:34])=[CH:28][C:27]=2[F:37])=[CH:21][C:22]=1[C:23]([NH2:25])=[O:24], predict the reaction product. The product is: [NH2:25][C:23]([C:22]1[CH:21]=[C:20]([C:26]2[C:31]([F:32])=[CH:30][C:29]([C:33]([OH:36])([CH3:35])[CH3:34])=[CH:28][C:27]=2[F:37])[S:19][C:18]=1[NH:17][C:2]1[CH:3]=[CH:4][C:5]2[N:6]([CH:8]=[C:9]([C:11]([NH:13][CH:14]([CH3:16])[CH3:15])=[O:12])[N:10]=2)[N:7]=1)=[O:24]. (4) Given the reactants [NH:1]1[C:9]2[C:4](=[CH:5][CH:6]=[CH:7][CH:8]=2)[CH2:3][C:2]1=[O:10].[CH3:11][O:12][C:13]([C:15]1[NH:16][C:17]([CH:21]=O)=[C:18]([CH3:20])[CH:19]=1)=[O:14], predict the reaction product. The product is: [CH3:11][O:12][C:13]([C:15]1[NH:16][C:17]([CH:21]=[C:3]2[C:4]3[C:9](=[CH:8][CH:7]=[CH:6][CH:5]=3)[NH:1][C:2]2=[O:10])=[C:18]([CH3:20])[CH:19]=1)=[O:14]. (5) The product is: [F:1][C:2]1[CH:7]=[C:6]([F:8])[CH:5]=[CH:4][C:3]=1[C:9]1[CH:14]=[CH:13][C:12]([C@@H:15]([N:17]2[CH2:22][CH2:21][C@@:20]([C:27]3[CH:28]=[CH:29][C:30]([F:33])=[CH:31][CH:32]=3)([CH2:23][C:24]([OH:26])([CH3:35])[CH3:25])[O:19][C:18]2=[O:34])[CH3:16])=[CH:11][CH:10]=1. Given the reactants [F:1][C:2]1[CH:7]=[C:6]([F:8])[CH:5]=[CH:4][C:3]=1[C:9]1[CH:14]=[CH:13][C:12]([C@@H:15]([N:17]2[CH2:22][CH2:21][C@@:20]([C:27]3[CH:32]=[CH:31][C:30]([F:33])=[CH:29][CH:28]=3)([CH2:23][C:24](=[O:26])[CH3:25])[O:19][C:18]2=[O:34])[CH3:16])=[CH:11][CH:10]=1.[CH3:35][Mg+].[Br-], predict the reaction product.